Dataset: Forward reaction prediction with 1.9M reactions from USPTO patents (1976-2016). Task: Predict the product of the given reaction. (1) Given the reactants [CH3:1][C:2]1[C:7](OS(C(F)(F)F)(=O)=O)=[CH:6][CH:5]=[CH:4][N:3]=1.B1(B2OC(C)(C)C(C)(C)O2)OC(C)(C)C(C)(C)O1.C([O-])(=O)C.[K+].[Br:39][C:40]1[C:41](I)=[CH:42][C:43]([Cl:46])=[N:44][CH:45]=1.C(=O)([O-])[O-].[Na+].[Na+], predict the reaction product. The product is: [Br:39][C:40]1[C:41]([C:7]2[C:2]([CH3:1])=[N:3][CH:4]=[CH:5][CH:6]=2)=[CH:42][C:43]([Cl:46])=[N:44][CH:45]=1. (2) Given the reactants [CH3:1][NH:2][C:3]([C:5]1[C:13]2[C:8](=[CH:9][C:10]([O:14]C)=[CH:11][CH:12]=2)[N:7]([CH3:16])[C:6]=1[CH3:17])=[O:4].B(Br)(Br)Br, predict the reaction product. The product is: [CH3:1][NH:2][C:3]([C:5]1[C:13]2[C:8](=[CH:9][C:10]([OH:14])=[CH:11][CH:12]=2)[N:7]([CH3:16])[C:6]=1[CH3:17])=[O:4].